This data is from Forward reaction prediction with 1.9M reactions from USPTO patents (1976-2016). The task is: Predict the product of the given reaction. (1) Given the reactants [Cl:1][C:2]1[C:3]([N:8]2[C:12]([C:13]([O:15]C)=[O:14])=[CH:11][C:10]([C:17]3[CH2:21][C:20]([C:26]4[CH:31]=[C:30]([Cl:32])[CH:29]=[C:28]([Cl:33])[CH:27]=4)([C:22]([F:25])([F:24])[F:23])[O:19][N:18]=3)=[N:9]2)=[N:4][CH:5]=[CH:6][CH:7]=1.[OH-].[Na+].Cl, predict the reaction product. The product is: [Cl:1][C:2]1[C:3]([N:8]2[C:12]([C:13]([OH:15])=[O:14])=[CH:11][C:10]([C:17]3[CH2:21][C:20]([C:26]4[CH:27]=[C:28]([Cl:33])[CH:29]=[C:30]([Cl:32])[CH:31]=4)([C:22]([F:25])([F:23])[F:24])[O:19][N:18]=3)=[N:9]2)=[N:4][CH:5]=[CH:6][CH:7]=1. (2) Given the reactants [NH2:1][C:2]1[S:6][N:5]=[C:4]([CH3:7])[C:3]=1[C:8]([OH:10])=O.S(Cl)(Cl)=O.[F:15][C:16]1[CH:29]=[C:28]([F:30])[CH:27]=[CH:26][C:17]=1[O:18][C:19]1[N:24]=[CH:23][C:22]([NH2:25])=[CH:21][CH:20]=1.C(N(CC)CC)C, predict the reaction product. The product is: [NH2:1][C:2]1[S:6][N:5]=[C:4]([CH3:7])[C:3]=1[C:8]([NH:25][C:22]1[CH:23]=[N:24][C:19]([O:18][C:17]2[CH:26]=[CH:27][C:28]([F:30])=[CH:29][C:16]=2[F:15])=[CH:20][CH:21]=1)=[O:10]. (3) The product is: [C:1]([O:5][C:6]([NH:8][C@@:9]12[CH2:15][CH2:14][C@@:13]1([F:16])[CH2:12][N:11]([C@@H:18]([C:20]1[CH:21]=[CH:22][CH:23]=[CH:24][CH:25]=1)[CH3:19])[CH2:10]2)=[O:7])([CH3:2])([CH3:3])[CH3:4]. Given the reactants [C:1]([O:5][C:6]([NH:8][C@@:9]12[CH2:15][CH2:14][C@:13]1([F:16])[C:12](=O)[N:11]([C@@H:18]([C:20]1[CH:25]=[CH:24][CH:23]=[CH:22][CH:21]=1)[CH3:19])[CH2:10]2)=[O:7])([CH3:4])([CH3:3])[CH3:2].C(O)C.O.C(N(CC)CC)C, predict the reaction product. (4) Given the reactants [C:1]([O:5][C:6]([N:8]1[CH2:13][CH2:12][CH:11]([O:14][C:15]2[C:24]([C:25]([O:27]C)=[O:26])=[CH:23][C:22]([N+:29]([O-:31])=[O:30])=[CH:21][C:16]=2[C:17]([O:19]C)=[O:18])[CH2:10][CH2:9]1)=[O:7])([CH3:4])([CH3:3])[CH3:2], predict the reaction product. The product is: [C:1]([O:5][C:6]([N:8]1[CH2:9][CH2:10][CH:11]([O:14][C:15]2[C:24]([C:25]([OH:27])=[O:26])=[CH:23][C:22]([N+:29]([O-:31])=[O:30])=[CH:21][C:16]=2[C:17]([OH:19])=[O:18])[CH2:12][CH2:13]1)=[O:7])([CH3:4])([CH3:2])[CH3:3]. (5) Given the reactants [N+:1]([C:4]1[CH:5]=[C:6]2[C:11](=[CH:12][CH:13]=1)[N:10]([CH2:14][C:15]([O:17][CH2:18][CH3:19])=[O:16])[C:9](=[O:20])[CH2:8][CH2:7]2)([O-])=O.C([O-])=O.[NH4+], predict the reaction product. The product is: [NH2:1][C:4]1[CH:5]=[C:6]2[C:11](=[CH:12][CH:13]=1)[N:10]([CH2:14][C:15]([O:17][CH2:18][CH3:19])=[O:16])[C:9](=[O:20])[CH2:8][CH2:7]2. (6) Given the reactants [Cl:1][C:2]1[CH:3]=[C:4]2[CH:10]=[CH:9][NH:8][C:5]2=[N:6][CH:7]=1.[C:11]([O:15][C:16](=[O:35])[N:17]([C:27]1[CH:32]=[CH:31][C:30]([CH:33]=[O:34])=[CH:29][N:28]=1)[CH2:18][C:19]1[CH:20]=[N:21][C:22]([O:25][CH3:26])=[CH:23][CH:24]=1)([CH3:14])([CH3:13])[CH3:12].COC1N=CC(C=O)=CC=1.[OH-].[K+], predict the reaction product. The product is: [C:11]([O:15][C:16](=[O:35])[N:17]([C:27]1[CH:32]=[CH:31][C:30]([CH:33]([C:10]2[C:4]3[C:5](=[N:6][CH:7]=[C:2]([Cl:1])[CH:3]=3)[NH:8][CH:9]=2)[OH:34])=[CH:29][N:28]=1)[CH2:18][C:19]1[CH:20]=[N:21][C:22]([O:25][CH3:26])=[CH:23][CH:24]=1)([CH3:14])([CH3:12])[CH3:13].